Dataset: Merck oncology drug combination screen with 23,052 pairs across 39 cell lines. Task: Regression. Given two drug SMILES strings and cell line genomic features, predict the synergy score measuring deviation from expected non-interaction effect. (1) Drug 1: CC1CC2C3CCC4=CC(=O)C=CC4(C)C3(F)C(O)CC2(C)C1(O)C(=O)CO. Drug 2: COC1=C2CC(C)CC(OC)C(O)C(C)C=C(C)C(OC(N)=O)C(OC)C=CC=C(C)C(=O)NC(=CC1=O)C2=O. Cell line: COLO320DM. Synergy scores: synergy=3.25. (2) Drug 1: CC1CC2C3CCC4=CC(=O)C=CC4(C)C3(F)C(O)CC2(C)C1(O)C(=O)CO. Drug 2: C=CCn1c(=O)c2cnc(Nc3ccc(N4CCN(C)CC4)cc3)nc2n1-c1cccc(C(C)(C)O)n1. Cell line: NCIH520. Synergy scores: synergy=9.69.